Dataset: Catalyst prediction with 721,799 reactions and 888 catalyst types from USPTO. Task: Predict which catalyst facilitates the given reaction. (1) Reactant: [OH-].[Na+].[F:3][C:4]1([F:17])[CH2:9][CH2:8][C:7]([CH2:15][OH:16])([C:10]([O:12]CC)=[O:11])[CH2:6][CH2:5]1. Product: [F:3][C:4]1([F:17])[CH2:5][CH2:6][C:7]([CH2:15][OH:16])([C:10]([OH:12])=[O:11])[CH2:8][CH2:9]1. The catalyst class is: 36. (2) Reactant: [H-].[Na+].[NH2:3][CH2:4][C@H:5]([OH:9])[CH2:6][O:7][CH3:8].F[C:11]1[CH:16]=[CH:15][C:14]([F:17])=[CH:13][N:12]=1. Product: [F:17][C:14]1[CH:15]=[CH:16][C:11]([O:9][C@H:5]([CH2:6][O:7][CH3:8])[CH2:4][NH2:3])=[N:12][CH:13]=1. The catalyst class is: 44.